This data is from Reaction yield outcomes from USPTO patents with 853,638 reactions. The task is: Predict the reaction yield, written as a fraction of the theoretical maximum amount of product (1.0 means a 100% yield; for example, 0.34 means a 34% yield). (1) The reactants are [CH:1]1([CH2:4][O:5][NH:6][C:7]([C:9]2[C:20]([NH:21][C:22]3[CH:27]=[CH:26][C:25]([Cl:28])=[CH:24][C:23]=3[CH3:29])=[C:19]([F:30])[C:12]3[N:13]=[CH:14][N:15]([CH2:16][CH:17]=[O:18])[C:11]=3[CH:10]=2)=[O:8])[CH2:3][CH2:2]1.C(=O)([O-])[O-].[K+].[K+].[N+:37]([CH2:39]S(C1C=CC(C)=CC=1)(=O)=O)#[C-:38]. The catalyst is CO. The product is [CH:1]1([CH2:4][O:5][NH:6][C:7]([C:9]2[C:20]([NH:21][C:22]3[CH:27]=[CH:26][C:25]([Cl:28])=[CH:24][C:23]=3[CH3:29])=[C:19]([F:30])[C:12]3[N:13]=[CH:14][N:15]([CH2:16][C:17]4[O:18][CH:39]=[N:37][CH:38]=4)[C:11]=3[CH:10]=2)=[O:8])[CH2:2][CH2:3]1. The yield is 0.500. (2) The reactants are [C:1]1([CH3:10])[CH:6]=[CH:5][C:4](B(O)O)=[CH:3][CH:2]=1.I[C:12]1[C:13]([CH3:18])=[N:14][O:15][C:16]=1[CH3:17].C(=O)([O-])[O-].[Na+].[Na+]. The catalyst is O1CCOCC1.C1C=CC([P]([Pd]([P](C2C=CC=CC=2)(C2C=CC=CC=2)C2C=CC=CC=2)([P](C2C=CC=CC=2)(C2C=CC=CC=2)C2C=CC=CC=2)[P](C2C=CC=CC=2)(C2C=CC=CC=2)C2C=CC=CC=2)(C2C=CC=CC=2)C2C=CC=CC=2)=CC=1. The product is [CH3:18][C:13]1[C:12]([C:4]2[CH:5]=[CH:6][C:1]([CH3:10])=[CH:2][CH:3]=2)=[C:16]([CH3:17])[O:15][N:14]=1. The yield is 0.720. (3) The catalyst is [OH-].[Na+]. The yield is 0.880. The reactants are [NH2:1][C@H:2]([C:5]([OH:7])=[O:6])[CH2:3][OH:4].[CH:8](=O)[C:9]1[CH:14]=[CH:13][CH:12]=[CH:11][CH:10]=1.[BH4-].[Na+]. The product is [CH2:8]([NH:1][C@H:2]([C:5]([OH:7])=[O:6])[CH2:3][OH:4])[C:9]1[CH:14]=[CH:13][CH:12]=[CH:11][CH:10]=1. (4) The reactants are [NH2:1][C:2]1[CH:3]=[C:4]([CH:17]=[CH:18][CH:19]=1)[O:5][C:6]1[C:15]2[N:14]=[CH:13][C:12](=[O:16])[NH:11][C:10]=2[N:9]=[CH:8][CH:7]=1.C(N(C(C)C)CC)(C)C.[F:29][C:30]([F:42])([F:41])[O:31][C:32]1[CH:33]=[C:34]([CH:38]=[CH:39][CH:40]=1)[C:35](Cl)=[O:36]. The catalyst is C1COCC1. The product is [O:16]=[C:12]1[NH:11][C:10]2[N:9]=[CH:8][CH:7]=[C:6]([O:5][C:4]3[CH:3]=[C:2]([NH:1][C:35](=[O:36])[C:34]4[CH:38]=[CH:39][CH:40]=[C:32]([O:31][C:30]([F:29])([F:41])[F:42])[CH:33]=4)[CH:19]=[CH:18][CH:17]=3)[C:15]=2[N:14]=[CH:13]1. The yield is 0.600. (5) The reactants are I[CH2:2][C@@H:3]([CH3:16])[CH2:4][N:5]1[C:14]2[C:9](=[CH:10][CH:11]=[CH:12][CH:13]=2)[CH:8]=[CH:7][C:6]1=[O:15].[CH2:17]([CH:21]1[CH2:26][CH2:25][NH:24][CH2:23][CH2:22]1)[CH2:18][CH2:19][CH3:20].CC#N.CCOC(C)=O. The catalyst is O. The product is [CH2:17]([CH:21]1[CH2:26][CH2:25][N:24]([CH2:2][C@@H:3]([CH3:16])[CH2:4][N:5]2[C:14]3[C:9](=[CH:10][CH:11]=[CH:12][CH:13]=3)[CH:8]=[CH:7][C:6]2=[O:15])[CH2:23][CH2:22]1)[CH2:18][CH2:19][CH3:20]. The yield is 0.440. (6) The reactants are [CH2:1]([NH2:9])[CH2:2][C:3]1[CH:8]=[CH:7][CH:6]=[CH:5][CH:4]=1.[CH2:10]([O:17][C:18]1[CH:23]=[CH:22][C:21]([NH:24][C:25](=[O:31])[C:26](OCC)=[O:27])=[CH:20][C:19]=1[F:32])[C:11]1[CH:16]=[CH:15][CH:14]=[CH:13][CH:12]=1. No catalyst specified. The product is [CH2:10]([O:17][C:18]1[CH:23]=[CH:22][C:21]([NH:24][C:25](=[O:31])[C:26]([NH:9][CH2:1][CH2:2][C:3]2[CH:8]=[CH:7][CH:6]=[CH:5][CH:4]=2)=[O:27])=[CH:20][C:19]=1[F:32])[C:11]1[CH:12]=[CH:13][CH:14]=[CH:15][CH:16]=1. The yield is 0.990. (7) The reactants are [NH2:1][C:2]1[CH:7]=[CH:6][CH:5]=[CH:4][C:3]=1[S:8]([NH2:11])(=[O:10])=[O:9].[Cl:12][C:13]1[CH:14]=[C:15]([NH:23][C:24](OC2C=CC=CC=2)=[O:25])[C:16](=[CH:21][CH:22]=1)[C:17](OC)=[O:18]. No catalyst specified. The product is [NH2:1][C:2]1[CH:7]=[CH:6][CH:5]=[CH:4][C:3]=1[S:8]([N:11]1[C:17](=[O:18])[C:16]2[C:15](=[CH:14][C:13]([Cl:12])=[CH:22][CH:21]=2)[NH:23][C:24]1=[O:25])(=[O:9])=[O:10]. The yield is 0.580.